From a dataset of Reaction yield outcomes from USPTO patents with 853,638 reactions. Predict the reaction yield, written as a fraction of the theoretical maximum amount of product (1.0 means a 100% yield; for example, 0.34 means a 34% yield). (1) The product is [Si:43]([O:8][CH2:7][CH:6]([OH:9])[CH2:5][O:4][C:3]1[CH:10]=[C:11]([Cl:33])[C:12]([C:14]2[N:18]=[C:17]([C:19]3[N:20]=[C:21]4[C:26]([Cl:27])=[CH:25][C:24]([C:28]([F:31])([F:29])[F:30])=[CH:23][N:22]4[CH:32]=3)[O:16][N:15]=2)=[CH:13][C:2]=1[Cl:1])([C:40]([CH3:42])([CH3:41])[CH3:39])([CH3:45])[CH3:44]. The yield is 0.345. The catalyst is CN(C1C=CN=CC=1)C.C(Cl)Cl. The reactants are [Cl:1][C:2]1[CH:13]=[C:12]([C:14]2[N:18]=[C:17]([C:19]3[N:20]=[C:21]4[C:26]([Cl:27])=[CH:25][C:24]([C:28]([F:31])([F:30])[F:29])=[CH:23][N:22]4[CH:32]=3)[O:16][N:15]=2)[C:11]([Cl:33])=[CH:10][C:3]=1[O:4][CH2:5][CH:6]([OH:9])[CH2:7][OH:8].N1C=CN=C1.[CH3:39][C:40]([Si:43](Cl)([CH3:45])[CH3:44])([CH3:42])[CH3:41].O. (2) The reactants are Br[C:2]1[CH:3]=[CH:4][C:5]2[N:9]=[N:8][N:7]([CH3:10])[C:6]=2[CH:11]=1.[CH3:12][O:13][C:14]1[CH:15]=[C:16]([C:20]2[N:25]3[N:26]=[C:27]([NH2:29])[N:28]=[C:24]3[CH:23]=[CH:22][CH:21]=2)[CH:17]=[CH:18][CH:19]=1.C1(P(C2C=CC=CC=2)C2C3OC4C(=CC=CC=4P(C4C=CC=CC=4)C4C=CC=CC=4)C(C)(C)C=3C=CC=2)C=CC=CC=1.C(=O)([O-])[O-].[Cs+].[Cs+]. The catalyst is O1CCOCC1. The product is [CH3:12][O:13][C:14]1[CH:15]=[C:16]([C:20]2[N:25]3[N:26]=[C:27]([NH:29][C:2]4[CH:3]=[CH:4][C:5]5[N:9]=[N:8][N:7]([CH3:10])[C:6]=5[CH:11]=4)[N:28]=[C:24]3[CH:23]=[CH:22][CH:21]=2)[CH:17]=[CH:18][CH:19]=1. The yield is 0.360.